This data is from Full USPTO retrosynthesis dataset with 1.9M reactions from patents (1976-2016). The task is: Predict the reactants needed to synthesize the given product. (1) Given the product [CH2:13]([C:16]1[CH:21]=[CH:20][C:19]([S:22]([NH:1][C:2]2[S:3][CH:4]=[C:5]([CH2:7][C:8]([O:10][CH2:11][CH3:12])=[O:9])[N:6]=2)(=[O:24])=[O:23])=[CH:18][CH:17]=1)[CH2:14][CH3:15], predict the reactants needed to synthesize it. The reactants are: [NH2:1][C:2]1[S:3][CH:4]=[C:5]([CH2:7][C:8]([O:10][CH2:11][CH3:12])=[O:9])[N:6]=1.[CH2:13]([C:16]1[CH:21]=[CH:20][C:19]([S:22](Cl)(=[O:24])=[O:23])=[CH:18][CH:17]=1)[CH2:14][CH3:15]. (2) Given the product [NH2:26][C@@H:13]([CH2:14][C:15]1[CH:20]=[CH:19][C:18]([O:21][C:22]([CH3:25])([CH3:24])[CH3:23])=[CH:17][CH:16]=1)[C:12]([N:11]([CH2:10][C:9]1[C:4]2[C:5](=[N:1][S:2][N:3]=2)[CH:6]=[CH:7][CH:8]=1)[C@@H:45]([CH3:53])[CH:46]([O:50][CH2:51][CH3:52])[O:47][CH2:48][CH3:49])=[O:44], predict the reactants needed to synthesize it. The reactants are: [N:1]1[S:2][N:3]=[C:4]2[C:9]([CH2:10][N:11]([C@@H:45]([CH3:53])[CH:46]([O:50][CH2:51][CH3:52])[O:47][CH2:48][CH3:49])[C:12](=[O:44])[C@@H:13]([NH:26]C(=O)OCC3C4C=CC=CC=4C4C3=CC=CC=4)[CH2:14][C:15]3[CH:20]=[CH:19][C:18]([O:21][C:22]([CH3:25])([CH3:24])[CH3:23])=[CH:17][CH:16]=3)=[CH:8][CH:7]=[CH:6][C:5]=12.N1CCCCC1. (3) Given the product [CH2:19]([O:21][C:22]([CH:24]1[CH2:28][CH:27]([OH:29])[CH2:26][N:25]1[C:15](=[O:17])[CH2:14][CH2:13][NH:12][C:10](=[O:11])[CH2:9][CH2:8][CH2:7][C:1]1[CH:2]=[CH:3][CH:4]=[CH:5][CH:6]=1)=[O:23])[CH3:20], predict the reactants needed to synthesize it. The reactants are: [C:1]1([CH2:7][CH2:8][CH2:9][C:10]([NH:12][CH2:13][CH2:14][C:15]([OH:17])=O)=[O:11])[CH:6]=[CH:5][CH:4]=[CH:3][CH:2]=1.Cl.[CH2:19]([O:21][C:22]([CH:24]1[CH2:28][CH:27]([OH:29])[CH2:26][NH:25]1)=[O:23])[CH3:20].CCN(CC)CC.CN(C(ON1N=NC2C=CC=CC1=2)=[N+](C)C)C.F[P-](F)(F)(F)(F)F.